From a dataset of TCR-epitope binding with 47,182 pairs between 192 epitopes and 23,139 TCRs. Binary Classification. Given a T-cell receptor sequence (or CDR3 region) and an epitope sequence, predict whether binding occurs between them. (1) The epitope is KRWIIMGLNK. Result: 0 (the TCR does not bind to the epitope). The TCR CDR3 sequence is CASSKGLTGNYEQYF. (2) Result: 0 (the TCR does not bind to the epitope). The epitope is NYSGVVTTVMF. The TCR CDR3 sequence is CASSPLSQGVRGYTF. (3) The epitope is LQPFPQPELPYPQPQ. The TCR CDR3 sequence is CASSPGPREDTQYF. Result: 0 (the TCR does not bind to the epitope). (4) The epitope is ILGLPTQTV. The TCR CDR3 sequence is CASPNVGLRTEAFF. Result: 1 (the TCR binds to the epitope). (5) The epitope is VLQAVGACV. The TCR CDR3 sequence is CASSPGTISYNEQFF. Result: 1 (the TCR binds to the epitope). (6) The epitope is VLAWLYAAV. The TCR CDR3 sequence is CASSSGLASTDTQYF. Result: 0 (the TCR does not bind to the epitope). (7) The epitope is DRFYKTLRAEQASQEV. The TCR CDR3 sequence is CASSFSGGTGELFF. Result: 0 (the TCR does not bind to the epitope). (8) Result: 1 (the TCR binds to the epitope). The TCR CDR3 sequence is CASSYVTAQETQYF. The epitope is IVDTVSALV.